Dataset: Forward reaction prediction with 1.9M reactions from USPTO patents (1976-2016). Task: Predict the product of the given reaction. Given the reactants [NH2:1][C:2]1[N:10]=[C:9]([CH2:11][O:12][CH3:13])[CH:8]=[CH:7][C:3]=1[C:4]([OH:6])=O.[CH3:14][O:15][C:16]1[CH:17]=[C:18]([O:22][C:23]2[CH:24]=[C:25]([CH:28]=[CH:29][CH:30]=2)[CH2:26][NH2:27])[CH:19]=[CH:20][CH:21]=1.C(N(CC)CC)C.CN([P+](ON1N=NC2C=CC=CC1=2)(N(C)C)N(C)C)C.F[P-](F)(F)(F)(F)F, predict the reaction product. The product is: [CH3:14][O:15][C:16]1[CH:17]=[C:18]([O:22][C:23]2[CH:24]=[C:25]([CH2:26][NH:27][C:4](=[O:6])[C:3]3[CH:7]=[CH:8][C:9]([CH2:11][O:12][CH3:13])=[N:10][C:2]=3[NH2:1])[CH:28]=[CH:29][CH:30]=2)[CH:19]=[CH:20][CH:21]=1.